Dataset: Catalyst prediction with 721,799 reactions and 888 catalyst types from USPTO. Task: Predict which catalyst facilitates the given reaction. Reactant: [OH:1][C:2]1[CH:14]=[C:13]2[C:5]([C:6]3[CH:7]=[CH:8][C:9]([N:15]([CH3:18])[CH:16]=[O:17])=[CH:10][C:11]=3[NH:12]2)=[CH:4][CH:3]=1.[CH3:19][C:20]1[CH:25]=[CH:24][C:23]([S:26]([O:29][CH2:30][CH2:31][O:32][CH2:33][CH2:34][O:35][CH2:36][CH2:37]F)(=[O:28])=[O:27])=[CH:22][CH:21]=1.C([O-])([O-])=O.[Cs+].[Cs+]. Product: [CH3:19][C:20]1[CH:25]=[CH:24][C:23]([S:26]([O:29][CH2:30][CH2:31][O:32][CH2:33][CH2:34][O:35][CH2:36][CH2:37][O:1][C:2]2[CH:3]=[CH:4][C:5]3[C:6]4[C:11](=[CH:10][C:9]([N:15]([CH3:18])[CH:16]=[O:17])=[CH:8][CH:7]=4)[NH:12][C:13]=3[CH:14]=2)(=[O:28])=[O:27])=[CH:22][CH:21]=1. The catalyst class is: 296.